Dataset: HIV replication inhibition screening data with 41,000+ compounds from the AIDS Antiviral Screen. Task: Binary Classification. Given a drug SMILES string, predict its activity (active/inactive) in a high-throughput screening assay against a specified biological target. (1) The molecule is CC(=O)ON1C(c2ccc([N+](=O)[O-])cc2)OCC2OC(n3cc(C)c(=O)[nH]c3=O)CC21. The result is 0 (inactive). (2) The drug is CC(C)OC(=S)Nc1ccc(Cl)c(COC(C)(C)C)c1. The result is 1 (active). (3) The drug is CC(C)CCCC(C)C1CCC2C3CCC(=O)C(C)(CCCNCCO)C3CCC12C. The result is 0 (inactive). (4) The molecule is COC1CC2C3CCC(C(C)CO)C3(C)CCC2C2(C)CCC3CC312. The result is 0 (inactive).